Dataset: Reaction yield outcomes from USPTO patents with 853,638 reactions. Task: Predict the reaction yield, written as a fraction of the theoretical maximum amount of product (1.0 means a 100% yield; for example, 0.34 means a 34% yield). (1) The reactants are [CH3:1][C:2]1[CH:7]=[C:6]([CH3:8])[CH:5]=[CH:4][C:3]=1[N:9]1[CH2:14][CH2:13][NH:12][CH2:11][CH2:10]1.[CH:15]1[C:24]2[C:19](=[CH:20][CH:21]=[CH:22][CH:23]=2)[CH:18]=[CH:17][C:16]=1[S:25](Cl)(=[O:27])=[O:26].C(N(C(C)C)CC)(C)C. The catalyst is ClCCl. The product is [CH3:1][C:2]1[CH:7]=[C:6]([CH3:8])[CH:5]=[CH:4][C:3]=1[N:9]1[CH2:10][CH2:11][N:12]([S:25]([C:16]2[CH:17]=[CH:18][C:19]3[C:24](=[CH:23][CH:22]=[CH:21][CH:20]=3)[CH:15]=2)(=[O:27])=[O:26])[CH2:13][CH2:14]1. The yield is 0.920. (2) The reactants are CC([O-:5])(C)C.[K+].[CH2:7]([O:10][C:11]1[CH:18]=[CH:17][C:14]([CH:15]=O)=[CH:13][CH:12]=1)[CH:8]=[CH2:9].O.[CH2:20]1[CH2:24][O:23][CH2:22][CH2:21]1. No catalyst specified. The product is [CH2:7]([O:10][C:11]1[CH:18]=[CH:17][C:14](/[CH:15]=[CH:21]/[C:22]([O:23][CH2:24][CH3:20])=[O:5])=[CH:13][CH:12]=1)[CH:8]=[CH2:9]. The yield is 0.900. (3) The reactants are Cl[C:2]([O:4][C:5]1[CH:10]=[CH:9][CH:8]=[CH:7][CH:6]=1)=[O:3].[C:11]([O:15][C:16](=[O:31])[N:17]([CH2:19][C:20]1[CH:25]=[C:24]([NH2:26])[CH:23]=[CH:22][C:21]=1[S:27][CH:28]([CH3:30])[CH3:29])[CH3:18])([CH3:14])([CH3:13])[CH3:12].N1C=CC=CC=1. The catalyst is C(Cl)Cl.O. The product is [C:5]1([O:4][C:2](=[O:3])[NH:26][C:24]2[CH:23]=[CH:22][C:21]([S:27][CH:28]([CH3:30])[CH3:29])=[C:20]([CH2:19][N:17]([C:16]([O:15][C:11]([CH3:13])([CH3:12])[CH3:14])=[O:31])[CH3:18])[CH:25]=2)[CH:10]=[CH:9][CH:8]=[CH:7][CH:6]=1. The yield is 0.910. (4) The product is [Br:15][C:10]1[CH:9]=[CH:8][C:7]2[N:6]([CH2:20][CH:19]([OH:21])[C:18]([O:23][CH3:24])=[O:22])[C:5]3[C:13]([C:12]=2[CH:11]=1)=[CH:14][C:2]([Br:1])=[CH:3][CH:4]=3. The reactants are [Br:1][C:2]1[CH:3]=[CH:4][C:5]2[NH:6][C:7]3[C:12]([C:13]=2[CH:14]=1)=[CH:11][C:10]([Br:15])=[CH:9][CH:8]=3.[H-].[Na+].[C:18]([O:23][CH3:24])(=[O:22])[CH:19]1[O:21][CH2:20]1. The catalyst is CN(C=O)C. The yield is 0.320. (5) The reactants are [NH:1]1[C:5]2=[N:6][CH:7]=[N:8][C:9]([NH2:10])=[C:4]2[CH:3]=[N:2]1.C1C(=O)N([I:18])C(=O)C1.C([O-])(O)=O.[Na+]. The catalyst is CN(C=O)C. The product is [I:18][C:3]1[C:4]2[C:5](=[N:6][CH:7]=[N:8][C:9]=2[NH2:10])[NH:1][N:2]=1. The yield is 0.690.